From a dataset of Forward reaction prediction with 1.9M reactions from USPTO patents (1976-2016). Predict the product of the given reaction. (1) Given the reactants [CH3:1][C:2]1[N:12]([CH2:13][C:14]2[CH:19]=[CH:18][C:17]([NH:20][CH2:21][CH:22]3[CH2:27][CH2:26][NH:25][CH2:24][CH2:23]3)=[CH:16][CH:15]=2)[C:5]2=[N:6][C:7]([CH3:11])=[CH:8][C:9]([CH3:10])=[C:4]2[N:3]=1.[CH3:28][C:29]([CH3:31])=O.C(O[BH-](OC(=O)C)OC(=O)C)(=O)C.[Na+].[OH-].[Na+], predict the reaction product. The product is: [CH3:1][C:2]1[N:12]([CH2:13][C:14]2[CH:19]=[CH:18][C:17]([NH:20][CH2:21][CH:22]3[CH2:23][CH2:24][N:25]([CH:29]([CH3:31])[CH3:28])[CH2:26][CH2:27]3)=[CH:16][CH:15]=2)[C:5]2=[N:6][C:7]([CH3:11])=[CH:8][C:9]([CH3:10])=[C:4]2[N:3]=1. (2) Given the reactants [CH2:1]([NH:8][C:9]1[C:14]2=[C:15]([C:18]3[CH:23]=[CH:22][CH:21]=[CH:20][CH:19]=3)[CH:16]=[CH:17][N:13]2[N:12]=[C:11]([C:24]2[CH:25]=[C:26]([S:40]([NH:43]C(C)(C)C)(=[O:42])=[O:41])[C:27]([O:30]CC3C=CC(OC)=CC=3)=[N:28][CH:29]=2)[N:10]=1)[C:2]1[CH:7]=[CH:6][CH:5]=[CH:4][CH:3]=1, predict the reaction product. The product is: [CH2:1]([NH:8][C:9]1[C:14]2=[C:15]([C:18]3[CH:19]=[CH:20][CH:21]=[CH:22][CH:23]=3)[CH:16]=[CH:17][N:13]2[N:12]=[C:11]([C:24]2[CH:25]=[C:26]([S:40]([NH2:43])(=[O:42])=[O:41])[C:27]([OH:30])=[N:28][CH:29]=2)[N:10]=1)[C:2]1[CH:7]=[CH:6][CH:5]=[CH:4][CH:3]=1. (3) Given the reactants [N+:1]([C:4]1[CH:8]=[C:7]([C:9]([O:11][CH3:12])=[O:10])[NH:6][N:5]=1)([O-])=O.C([O-])=O.[NH4+], predict the reaction product. The product is: [NH2:1][C:4]1[CH:8]=[C:7]([C:9]([O:11][CH3:12])=[O:10])[NH:6][N:5]=1. (4) The product is: [Br:1][C:2]1[CH:3]=[C:4]([CH:17]=[CH:18][CH:19]=1)[NH:5][C:6]1[C:7]2[CH:15]=[CH:14][C:13]([N:22]([CH3:23])[CH3:21])=[N:12][C:8]=2[N:9]=[CH:10][N:11]=1. Given the reactants [Br:1][C:2]1[CH:3]=[C:4]([CH:17]=[CH:18][CH:19]=1)[NH:5][C:6]1[C:7]2[CH:15]=[CH:14][C:13](F)=[N:12][C:8]=2[N:9]=[CH:10][N:11]=1.Cl.[CH3:21][NH:22][CH3:23].CCN(CC)CC, predict the reaction product. (5) Given the reactants [C:1]([O:5][C:6]([NH:8][CH2:9][C:10]1[CH:18]=[CH:17][C:13]([C:14]([OH:16])=[O:15])=[C:12]([N+:19]([O-])=O)[CH:11]=1)=[O:7])([CH3:4])([CH3:3])[CH3:2], predict the reaction product. The product is: [NH2:19][C:12]1[CH:11]=[C:10]([CH2:9][NH:8][C:6]([O:5][C:1]([CH3:4])([CH3:3])[CH3:2])=[O:7])[CH:18]=[CH:17][C:13]=1[C:14]([OH:16])=[O:15]. (6) Given the reactants I[C:2]1[CH:7]=[CH:6][CH:5]=[CH:4][N:3]=1.[CH2:8]([C:12]1[N:16]([CH3:17])[C:15]2[CH:18]=[CH:19][C:20]([F:22])=[CH:21][C:14]=2[N:13]=1)[CH2:9][C:10]#[CH:11], predict the reaction product. The product is: [F:22][C:20]1[CH:19]=[CH:18][C:15]2[N:16]([CH3:17])[C:12]([CH2:8][CH2:9][C:10]#[C:11][C:2]3[CH:7]=[CH:6][CH:5]=[CH:4][N:3]=3)=[N:13][C:14]=2[CH:21]=1. (7) Given the reactants [CH3:1][O:2][C:3](=[O:24])[C@H:4]([CH:21]([CH3:23])[CH3:22])[NH:5][CH2:6][C:7]1[CH:12]=[CH:11][C:10]([C:13]2[CH:18]=[CH:17][CH:16]=[CH:15][C:14]=2[C:19]#[N:20])=[CH:9][CH:8]=1.[C:25](Cl)(=[O:30])[CH2:26][CH2:27][CH2:28][CH3:29], predict the reaction product. The product is: [CH3:1][O:2][C:3](=[O:24])[C@H:4]([CH:21]([CH3:22])[CH3:23])[N:5]([CH2:6][C:7]1[CH:12]=[CH:11][C:10]([C:13]2[CH:18]=[CH:17][CH:16]=[CH:15][C:14]=2[C:19]#[N:20])=[CH:9][CH:8]=1)[C:25](=[O:30])[CH2:26][CH2:27][CH2:28][CH3:29]. (8) The product is: [O:21]=[C:13]1[C:14]2[CH:20]=[CH:19][CH:18]=[CH:17][C:15]=2[S:16][C:1]([C:3]2[CH:4]=[C:5]([CH:10]=[CH:11][CH:12]=2)[C:6]([O:8][CH3:9])=[O:7])=[N:2]1. Given the reactants [C:1]([C:3]1[CH:4]=[C:5]([CH:10]=[CH:11][CH:12]=1)[C:6]([O:8][CH3:9])=[O:7])#[N:2].[C:13](OC)(=[O:21])[C:14]1[C:15](=[CH:17][CH:18]=[CH:19][CH:20]=1)[SH:16].C(N(CC)CC)C, predict the reaction product. (9) Given the reactants [CH:1]1([CH2:7][C:8]2[N:9]=[N:10][N:11]([C@@H:13]3[C@H:17]4[O:18][CH2:19][C@H:20]([NH2:21])[C@H:16]4[O:15][CH2:14]3)[CH:12]=2)[CH2:6]CCC[CH2:2]1.[CH:22]1([C:25](O)=[O:26])[CH2:24][CH2:23]1, predict the reaction product. The product is: [CH2:7]([C:8]1[N:9]=[N:10][N:11]([C@@H:13]2[C@H:17]3[O:18][CH2:19][C@H:20]([NH:21][C:25]([CH:22]4[CH2:24][CH2:23]4)=[O:26])[C@H:16]3[O:15][CH2:14]2)[CH:12]=1)[CH:1]([CH3:2])[CH3:6]. (10) Given the reactants [OH:1][CH:2]1[CH2:7][CH2:6][N:5]([C:8]([N:10]2[CH2:15][CH:14]([C:16]3[CH:21]=[CH:20][C:19]([C:22]([F:25])([F:24])[F:23])=[CH:18][CH:17]=3)[CH2:13][CH:12]([C:26]([OH:28])=O)[CH2:11]2)=[O:9])[CH2:4][CH2:3]1.O[N:30]=[C:31]([NH2:36])[C:32]([CH3:35])([CH3:34])[CH3:33], predict the reaction product. The product is: [C:32]([C:31]1[N:36]=[C:26]([CH:12]2[CH2:13][CH:14]([C:16]3[CH:17]=[CH:18][C:19]([C:22]([F:24])([F:23])[F:25])=[CH:20][CH:21]=3)[CH2:15][N:10]([C:8]([N:5]3[CH2:6][CH2:7][CH:2]([OH:1])[CH2:3][CH2:4]3)=[O:9])[CH2:11]2)[O:28][N:30]=1)([CH3:35])([CH3:34])[CH3:33].